Dataset: Catalyst prediction with 721,799 reactions and 888 catalyst types from USPTO. Task: Predict which catalyst facilitates the given reaction. (1) Reactant: [NH:1]1[C:9]2[C:4](=[CH:5][CH:6]=[CH:7][CH:8]=2)[C:3]([CH2:10][C@@H:11]([NH:34][C:35](=[O:47])[C:36]([NH:39]C(=O)OC(C)(C)C)([CH3:38])[CH3:37])[C:12]([N:14]2[CH2:33][CH2:32][CH2:31][C:16]3([C:20](=[O:21])[N:19]([CH:22]([CH3:24])[CH3:23])[CH2:18][CH:17]3[C:25]3[CH:30]=[CH:29][CH:28]=[CH:27][CH:26]=3)[CH2:15]2)=[O:13])=[CH:2]1.C(O)(C(F)(F)F)=O.CO. Product: [NH:1]1[C:9]2[C:4](=[CH:5][CH:6]=[CH:7][CH:8]=2)[C:3]([CH2:10][C@@H:11]([NH:34][C:35](=[O:47])[C:36]([NH2:39])([CH3:38])[CH3:37])[C:12]([N:14]2[CH2:33][CH2:32][CH2:31][C:16]3([C:20](=[O:21])[N:19]([CH:22]([CH3:24])[CH3:23])[CH2:18][CH:17]3[C:25]3[CH:30]=[CH:29][CH:28]=[CH:27][CH:26]=3)[CH2:15]2)=[O:13])=[CH:2]1. The catalyst class is: 2. (2) Reactant: Br[CH:2]([CH3:7])[C:3]([O:5][CH3:6])=[O:4].[C:8]1([OH:14])[CH:13]=[CH:12][CH:11]=[CH:10][CH:9]=1.C([O-])([O-])=O.[K+].[K+]. Product: [O:14]([CH:2]([CH3:7])[C:3]([O:5][CH3:6])=[O:4])[C:8]1[CH:13]=[CH:12][CH:11]=[CH:10][CH:9]=1. The catalyst class is: 21.